Dataset: Catalyst prediction with 721,799 reactions and 888 catalyst types from USPTO. Task: Predict which catalyst facilitates the given reaction. (1) Reactant: C(N(CC)CC)C.[C:8](Cl)(=[O:10])[CH3:9].Cl.Cl.[NH2:14][C:15]1[CH:47]=[CH:46][C:18]([O:19][C:20]2[CH:21]=[CH:22][C:23]3[N:27]=[C:26]([CH2:28][O:29][C:30]4[CH:43]=[CH:42][C:33]([CH2:34][CH:35]5[S:39][C:38](=[O:40])[NH:37][C:36]5=[O:41])=[CH:32][CH:31]=4)[N:25]([CH3:44])[C:24]=3[CH:45]=2)=[CH:17][CH:16]=1. Product: [O:40]=[C:38]1[NH:37][C:36](=[O:41])[CH:35]([CH2:34][C:33]2[CH:42]=[CH:43][C:30]([O:29][CH2:28][C:26]3[N:25]([CH3:44])[C:24]4[CH:45]=[C:20]([O:19][C:18]5[CH:46]=[CH:47][C:15]([NH:14][C:8](=[O:10])[CH3:9])=[CH:16][CH:17]=5)[CH:21]=[CH:22][C:23]=4[N:27]=3)=[CH:31][CH:32]=2)[S:39]1. The catalyst class is: 9. (2) Reactant: [F:1][C:2]1[C:3]([C:32]([OH:35])([CH3:34])[CH3:33])=[N:4][C:5]([N:8]2[CH2:16][C@@H:15]3[C@@:10]([C:26]4[CH:31]=[N:30][CH:29]=[CH:28][N:27]=4)([N:11]=[C:12]([NH:17]C(=O)C4C=CC=CC=4)[S:13][CH2:14]3)[CH2:9]2)=[N:6][CH:7]=1.[OH-].[Li+]. Product: [NH2:17][C:12]1[S:13][CH2:14][C@@H:15]2[CH2:16][N:8]([C:5]3[N:4]=[C:3]([C:32]([OH:35])([CH3:33])[CH3:34])[C:2]([F:1])=[CH:7][N:6]=3)[CH2:9][C@:10]2([C:26]2[CH:31]=[N:30][CH:29]=[CH:28][N:27]=2)[N:11]=1. The catalyst class is: 5.